Predict which catalyst facilitates the given reaction. From a dataset of Catalyst prediction with 721,799 reactions and 888 catalyst types from USPTO. (1) The catalyst class is: 2. Reactant: [CH3:1][O:2][C:3]1[CH:8]=[CH:7][C:6]([CH2:9][CH:10]([C:16]([OH:18])=O)[CH2:11][C:12]([O:14][CH3:15])=[O:13])=[CH:5][CH:4]=1.C(N1C=CN=C1)(N1C=CN=C1)=O.[CH3:31][O:32][CH:33]([O:36][CH3:37])[CH2:34][NH2:35]. Product: [CH3:1][O:2][C:3]1[CH:4]=[CH:5][C:6]([CH2:9][CH:10]([C:16]([NH:35][CH2:34][CH:33]([O:36][CH3:37])[O:32][CH3:31])=[O:18])[CH2:11][C:12]([O:14][CH3:15])=[O:13])=[CH:7][CH:8]=1. (2) The catalyst class is: 6. Product: [C:6]1([CH3:23])[CH:11]=[CH:10][C:9]([O:12][C:13]2[S:17][C:16]([CH2:18][C:19]3[CH:25]=[C:24]([C:26]4[C:27]([NH2:32])=[N:28][CH:29]=[CH:30][CH:31]=4)[O:21][N:20]=3)=[CH:15][CH:14]=2)=[CH:8][CH:7]=1. Reactant: O1CCCC1.[C:6]1([CH3:23])[CH:11]=[CH:10][C:9]([O:12][C:13]2[S:17][C:16]([CH2:18][C:19](Cl)=[N:20][OH:21])=[CH:15][CH:14]=2)=[CH:8][CH:7]=1.[C:24]([C:26]1[C:27]([NH2:32])=[N:28][CH:29]=[CH:30][CH:31]=1)#[CH:25].C(N(CC)CC)C.